This data is from Reaction yield outcomes from USPTO patents with 853,638 reactions. The task is: Predict the reaction yield, written as a fraction of the theoretical maximum amount of product (1.0 means a 100% yield; for example, 0.34 means a 34% yield). (1) The catalyst is ClCCl. The product is [CH:27]1([C:30]2[C:31]([CH2:44][I:25])=[CH:32][C:33]([F:43])=[C:34]([CH:42]=2)[C:35]([O:37][C:38]([CH3:41])([CH3:40])[CH3:39])=[O:36])[CH2:29][CH2:28]1. The yield is 0.940. The reactants are C1(P(C2C=CC=CC=2)C2C=CC=CC=2)C=CC=CC=1.N1C=CN=C1.[I:25]I.[CH:27]1([C:30]2[C:31]([CH2:44]O)=[CH:32][C:33]([F:43])=[C:34]([CH:42]=2)[C:35]([O:37][C:38]([CH3:41])([CH3:40])[CH3:39])=[O:36])[CH2:29][CH2:28]1. (2) The yield is 0.0500. The product is [CH3:31][N:30]([CH2:29][C:28]1[CH:27]=[CH:26][C:25]([C:24]([F:23])([F:34])[F:35])=[CH:33][CH:32]=1)[CH2:6][CH2:7][N:8]1[CH:12]=[C:11]([C:13]2[CH:18]=[C:17]([C:19]([OH:21])=[O:20])[CH:16]=[CH:15][N:14]=2)[N:10]=[CH:9]1. No catalyst specified. The reactants are CS(O[CH2:6][CH2:7][N:8]1[CH:12]=[C:11]([C:13]2[CH:18]=[C:17]([C:19]([O:21]C)=[O:20])[CH:16]=[CH:15][N:14]=2)[N:10]=[CH:9]1)(=O)=O.[F:23][C:24]([F:35])([F:34])[C:25]1[CH:33]=[CH:32][C:28]([CH2:29][NH:30][CH3:31])=[CH:27][CH:26]=1. (3) The reactants are [H-].[Na+].[F:3][CH:4]([F:17])[C:5]1[C:13]2[C:12](=[O:14])[CH2:11][C:10]([CH3:16])([CH3:15])[CH2:9][C:8]=2[NH:7][N:6]=1.[Br:18][C:19]1[CH:26]=[C:25](F)[CH:24]=[CH:23][C:20]=1[C:21]#[N:22]. The product is [Br:18][C:19]1[CH:26]=[C:25]([N:7]2[C:8]3[CH2:9][C:10]([CH3:15])([CH3:16])[CH2:11][C:12](=[O:14])[C:13]=3[C:5]([CH:4]([F:3])[F:17])=[N:6]2)[CH:24]=[CH:23][C:20]=1[C:21]#[N:22]. The yield is 0.492. The catalyst is CS(C)=O.[NH4+].[Cl-].O. (4) The reactants are [CH2:1]([C:3]1[CH:8]=[C:7]([O:9][CH2:10][CH2:11][CH2:12][S:13]([CH3:16])(=[O:15])=[O:14])[CH:6]=[C:5]([CH2:17][CH3:18])[C:4]=1[C:19]1[CH:24]=[CH:23][CH:22]=[C:21]([CH:25]=[O:26])[CH:20]=1)[CH3:2].CO.[BH4-].[Na+].C(O)(=O)CC(CC(O)=O)(C(O)=O)O. The catalyst is O1CCCC1. The product is [CH2:17]([C:5]1[CH:6]=[C:7]([O:9][CH2:10][CH2:11][CH2:12][S:13]([CH3:16])(=[O:15])=[O:14])[CH:8]=[C:3]([CH2:1][CH3:2])[C:4]=1[C:19]1[CH:24]=[CH:23][CH:22]=[C:21]([CH2:25][OH:26])[CH:20]=1)[CH3:18]. The yield is 0.840. (5) The reactants are [CH:1]([N:3]1[C:15]2[C:14]([O:16][CH3:17])=[CH:13][CH:12]=[C:11]([S:18](Cl)(=[O:20])=[O:19])[C:10]=2[C:9]2[C:4]1=[CH:5][CH:6]=[CH:7][CH:8]=2)=[O:2].[CH3:22][O:23][C:24]1[CH:29]=[CH:28][C:27]([NH2:30])=[CH:26][CH:25]=1.C(N(CC)CC)C. The catalyst is C(Cl)(Cl)Cl. The product is [CH:1]([N:3]1[C:15]2[C:14]([O:16][CH3:17])=[CH:13][CH:12]=[C:11]([S:18]([NH:30][C:27]3[CH:28]=[CH:29][C:24]([O:23][CH3:22])=[CH:25][CH:26]=3)(=[O:20])=[O:19])[C:10]=2[C:9]2[C:4]1=[CH:5][CH:6]=[CH:7][CH:8]=2)=[O:2]. The yield is 0.650. (6) The reactants are [I:1][C:2]1[CH:9]=[CH:8][C:5]([CH2:6]Br)=[CH:4][CH:3]=1.[H-].[Na+].[F:12][C:13]([F:22])([F:21])[CH2:14][CH2:15][CH:16]([C:19]#[N:20])[C:17]#[N:18].Cl. The catalyst is CN(C)C=O. The product is [I:1][C:2]1[CH:9]=[CH:8][C:5]([CH2:6][C:16]([CH2:15][CH2:14][C:13]([F:12])([F:21])[F:22])([C:17]#[N:18])[C:19]#[N:20])=[CH:4][CH:3]=1. The yield is 0.220. (7) The yield is 0.190. No catalyst specified. The product is [C:20]1([CH:26]([C:31]2[CH:36]=[CH:35][CH:34]=[CH:33][CH:32]=2)[CH2:27][C:28]2[S:29][C:2]3[CH2:11][CH2:10][C:9]4[C:4](=[CH:5][CH:6]=[CH:7][C:8]=4[O:12][CH2:13][C:14]([OH:16])=[O:15])[C:3]=3[N:30]=2)[CH:21]=[CH:22][CH:23]=[CH:24][CH:25]=1. The reactants are Br[CH:2]1[CH2:11][CH2:10][C:9]2[C:8]([O:12][CH2:13][C:14]([O:16]CC)=[O:15])=[CH:7][CH:6]=[CH:5][C:4]=2[C:3]1=O.[C:20]1([CH:26]([C:31]2[CH:36]=[CH:35][CH:34]=[CH:33][CH:32]=2)[CH2:27][C:28]([NH2:30])=[S:29])[CH:25]=[CH:24][CH:23]=[CH:22][CH:21]=1. (8) The reactants are [I:1][C:2]1[C:10]2[C:5](=[CH:6][CH:7]=[CH:8][C:9]=2[N+:11]([O-:13])=[O:12])[NH:4][N:3]=1.C([O-])([O-])=O.[K+].[K+].Br[CH2:21][C:22]1[C:23](=[O:29])[N:24]([CH3:28])[CH:25]=[CH:26][CH:27]=1. The catalyst is CN(C=O)C.C(Cl)Cl. The product is [I:1][C:2]1[C:10]2[C:5](=[CH:6][CH:7]=[CH:8][C:9]=2[N+:11]([O-:13])=[O:12])[N:4]([CH2:21][C:22]2[C:23](=[O:29])[N:24]([CH3:28])[CH:25]=[CH:26][CH:27]=2)[N:3]=1. The yield is 0.500. (9) The reactants are [F:1][C:2]1[CH:7]=[CH:6][CH:5]=[C:4]([F:8])[C:3]=1[N:9]1[C:14]2[N:15]=[C:16]([NH:29][CH2:30][CH2:31][N:32]([CH3:34])[CH3:33])[N:17]=[C:18]([C:19]3[CH:20]=[C:21]([CH:25]=[CH:26][C:27]=3[CH3:28])[C:22]([OH:24])=O)[C:13]=2[CH2:12][NH:11][C:10]1=[O:35].[CH3:36][C:37]([CH3:41])([CH3:40])[CH2:38][NH2:39].CN(C(ON1N=NC2C=CC=CC1=2)=[N+](C)C)C.F[P-](F)(F)(F)(F)F.C(N(CC)CC)C. The catalyst is ClCCl.CN(C=O)C. The product is [F:1][C:2]1[CH:7]=[CH:6][CH:5]=[C:4]([F:8])[C:3]=1[N:9]1[C:14]2[N:15]=[C:16]([NH:29][CH2:30][CH2:31][N:32]([CH3:34])[CH3:33])[N:17]=[C:18]([C:19]3[CH:20]=[C:21]([CH:25]=[CH:26][C:27]=3[CH3:28])[C:22]([NH:39][CH2:38][C:37]([CH3:41])([CH3:40])[CH3:36])=[O:24])[C:13]=2[CH2:12][NH:11][C:10]1=[O:35]. The yield is 0.440. (10) The reactants are [CH3:1][CH:2]([CH2:6][C:7](=O)[C:8]1[CH:13]=[CH:12][CH:11]=[CH:10][CH:9]=1)[C:3](O)=[O:4].O.[NH2:16][NH2:17]. The catalyst is C(O)C. The product is [CH3:1][CH:2]1[CH2:6][C:7]([C:8]2[CH:13]=[CH:12][CH:11]=[CH:10][CH:9]=2)=[N:17][NH:16][C:3]1=[O:4]. The yield is 0.961.